This data is from Full USPTO retrosynthesis dataset with 1.9M reactions from patents (1976-2016). The task is: Predict the reactants needed to synthesize the given product. (1) Given the product [Cl:1][C:2]1[C:18]([CH3:19])=[C:17]([B:20]2[O:24][C:23]([CH3:25])([CH3:26])[C:22]([CH3:27])([CH3:28])[O:21]2)[CH:16]=[C:15]([O:29][CH3:30])[C:3]=1[OH:4], predict the reactants needed to synthesize it. The reactants are: [Cl:1][C:2]1[C:18]([CH3:19])=[C:17]([B:20]2[O:24][C:23]([CH3:26])([CH3:25])[C:22]([CH3:28])([CH3:27])[O:21]2)[CH:16]=[C:15]([O:29][CH3:30])[C:3]=1[O:4][Si](C(C)C)(C(C)C)C(C)C.CCCC[N+](CCCC)(CCCC)CCCC.[F-]. (2) Given the product [F:33][C:22]1([F:21])[CH2:23][N:24]([C:26]2[C:31]([C:17]3[CH:16]=[CH:15][N:14]=[C:13]4[N:9]([C:3]5[CH:4]=[CH:5][C:6]([F:8])=[CH:7][C:2]=5[F:1])[N:10]=[CH:11][C:12]=34)=[CH:30][N:29]=[CH:28][N:27]=2)[CH2:25]1, predict the reactants needed to synthesize it. The reactants are: [F:1][C:2]1[CH:7]=[C:6]([F:8])[CH:5]=[CH:4][C:3]=1[N:9]1[C:13]2=[N:14][CH:15]=[CH:16][C:17](B(O)O)=[C:12]2[CH:11]=[N:10]1.[F:21][C:22]1([F:33])[CH2:25][N:24]([C:26]2[C:31](I)=[CH:30][N:29]=[CH:28][N:27]=2)[CH2:23]1.C(O)C.C([O-])([O-])=O.[Na+].[Na+]. (3) Given the product [CH3:23][O:22][C:20]([C:15]12[CH2:18][CH2:19][C:12]([CH2:11][CH2:10][C:9]([OH:24])=[O:8])([CH2:17][CH2:16]1)[CH2:13][CH2:14]2)=[O:21], predict the reactants needed to synthesize it. The reactants are: C([O:8][C:9](=[O:24])/[CH:10]=[CH:11]/[C:12]12[CH2:19][CH2:18][C:15]([C:20]([O:22][CH3:23])=[O:21])([CH2:16][CH2:17]1)[CH2:14][CH2:13]2)C1C=CC=CC=1.C(O)(=O)C. (4) Given the product [CH:29]1([CH:16]2[C@H:15]([N:12]3[CH2:11][CH2:10][CH:9]([C:4]4[CH:5]=[CH:6][CH:7]=[CH:8][C:3]=4[O:2][CH3:1])[CH2:14][CH2:13]3)[CH2:19][CH2:18][NH:17]2)[CH2:30][CH2:31]1, predict the reactants needed to synthesize it. The reactants are: [CH3:1][O:2][C:3]1[CH:8]=[CH:7][CH:6]=[CH:5][C:4]=1[CH:9]1[CH2:14][CH2:13][N:12]([C@@H:15]2[CH2:19][CH2:18][N:17]([C@@H](C3C=CC=CC=3)CO)[CH:16]2[CH:29]2[CH2:31][CH2:30]2)[CH2:11][CH2:10]1.